This data is from Reaction yield outcomes from USPTO patents with 853,638 reactions. The task is: Predict the reaction yield, written as a fraction of the theoretical maximum amount of product (1.0 means a 100% yield; for example, 0.34 means a 34% yield). (1) The reactants are [CH3:1][O:2][C:3]1[CH:8]=[CH:7][CH:6]=[CH:5][C:4]=1[N:9]1[CH2:14][CH2:13][NH:12][CH2:11][CH2:10]1.[F:15][C:16]([F:32])([F:31])[C:17]1[O:21][N:20]=[C:19]([C:22]2[CH:23]=[C:24]([CH:28]=[CH:29][CH:30]=2)[C:25](O)=[O:26])[N:18]=1. No catalyst specified. The product is [CH3:1][O:2][C:3]1[CH:8]=[CH:7][CH:6]=[CH:5][C:4]=1[N:9]1[CH2:14][CH2:13][N:12]([C:25]([C:24]2[CH:28]=[CH:29][CH:30]=[C:22]([C:19]3[N:18]=[C:17]([C:16]([F:31])([F:15])[F:32])[O:21][N:20]=3)[CH:23]=2)=[O:26])[CH2:11][CH2:10]1. The yield is 0.280. (2) The reactants are [NH2:1][CH2:2][CH:3]([C:5]1[CH:6]=[C:7]([C:11](=[O:32])[C:12](=[C:23]2[NH:27][C:26]3[CH:28]=[CH:29][CH:30]=[CH:31][C:25]=3[NH:24]2)[C:13]([C:15]2[CH:20]=[C:19]([F:21])[CH:18]=[C:17]([F:22])[CH:16]=2)=[O:14])[CH:8]=[CH:9][CH:10]=1)[OH:4].[C:33](OC(=O)C)(=[O:35])[CH3:34].C(=O)(O)[O-].[Na+]. The catalyst is N1C=CC=CC=1. The product is [F:22][C:17]1[CH:16]=[C:15]([C:13](=[O:14])[C:12](=[C:23]2[NH:27][C:26]3[CH:28]=[CH:29][CH:30]=[CH:31][C:25]=3[NH:24]2)[C:11]([C:7]2[CH:6]=[C:5]([CH:3]([OH:4])[CH2:2][NH:1][C:33](=[O:35])[CH3:34])[CH:10]=[CH:9][CH:8]=2)=[O:32])[CH:20]=[C:19]([F:21])[CH:18]=1. The yield is 0.800. (3) The reactants are [CH:1]1[CH:13]=[CH:12][C:11]2[C:14]3[C:19]([N:9]4[C:10]=2[C:2]=1[C:3]1[CH:4]=[CH:5][CH:6]=[CH:7][C:8]=14)=[CH:18][CH:17]=[CH:16][CH:15]=3.C1C(=O)N([Br:27])C(=O)C1.S(S([O-])=O)([O-])(=O)=O.[Na+].[Na+]. The catalyst is CN(C=O)C. The product is [Br:27][C:1]1[CH:13]=[CH:12][C:11]2[C:14]3[C:19]([N:9]4[C:10]=2[C:2]=1[C:3]1[CH:4]=[CH:5][CH:6]=[CH:7][C:8]=14)=[CH:18][CH:17]=[CH:16][CH:15]=3. The yield is 0.840. (4) The reactants are C([O:8][C:9]1[CH:18]=[CH:17][C:16]2[C:11](=[N:12][C:13]([O:19][CH2:20][CH2:21][N:22]3[CH2:27][CH2:26][N:25]([C:28]4[CH:33]=[CH:32][CH:31]=[C:30]([Cl:34])[C:29]=4[Cl:35])[CH2:24][CH2:23]3)=[CH:14][CH:15]=2)[N:10]=1)C1C=CC=CC=1. The catalyst is CO.[Pd]. The product is [Cl:35][C:29]1[C:30]([Cl:34])=[CH:31][CH:32]=[CH:33][C:28]=1[N:25]1[CH2:24][CH2:23][N:22]([CH2:21][CH2:20][O:19][C:13]2[N:12]=[C:11]3[C:16]([CH:17]=[CH:18][C:9](=[O:8])[NH:10]3)=[CH:15][CH:14]=2)[CH2:27][CH2:26]1. The yield is 0.560. (5) The catalyst is CN(C)C=O. The product is [Br:1][C:2]1[CH:3]=[CH:4][C:5]([N:12]([C:13]([O:15][CH:16]([CH3:18])[CH3:17])=[O:14])[CH2:20][CH2:21][CH2:22][C:23]([O:25][CH3:26])=[O:24])=[C:6]([CH:11]=1)[C:7]([O:9][CH3:10])=[O:8]. The reactants are [Br:1][C:2]1[CH:3]=[CH:4][C:5]([NH:12][C:13]([O:15][CH:16]([CH3:18])[CH3:17])=[O:14])=[C:6]([CH:11]=1)[C:7]([O:9][CH3:10])=[O:8].Br[CH2:20][CH2:21][CH2:22][C:23]([O:25][CH3:26])=[O:24].C(=O)([O-])[O-].[Cs+].[Cs+].O. The yield is 0.890. (6) The reactants are N1CCCCC1.[CH3:7][O:8][C:9]1[CH:16]=[CH:15][C:12]([CH:13]=O)=[CH:11][C:10]=1[O:17][C:18]#[C:19][CH2:20][CH3:21].C([CH2:25][C:26]([NH:28][C:29]1[CH:37]=[CH:36][CH:35]=[CH:34][C:30]=1[C:31]([OH:33])=[O:32])=[O:27])(O)=O.Cl. The catalyst is C1(C)C=CC=CC=1. The product is [CH2:18]([O:17][C:10]1[CH:11]=[C:12](/[CH:13]=[CH:25]/[C:26]([NH:28][C:29]2[CH:37]=[CH:36][CH:35]=[CH:34][C:30]=2[C:31]([OH:33])=[O:32])=[O:27])[CH:15]=[CH:16][C:9]=1[O:8][CH3:7])[CH2:19][C:20]#[CH:21]. The yield is 0.700. (7) The reactants are O=P12OP3(OP(OP(O3)(O1)=O)(=O)O2)=O.CS(O)(=O)=O.Cl.[NH2:21][C:22]1[CH:27]=[C:26]([Cl:28])[CH:25]=[CH:24][C:23]=1[SH:29].[Cl:30][C:31]1[CH:36]=[C:35]([N+:37]([O-:39])=[O:38])[CH:34]=[C:33]([Cl:40])[C:32]=1[CH2:41][C:42](O)=O. No catalyst specified. The product is [Cl:28][C:26]1[CH:25]=[CH:24][C:23]2[S:29][C:42]([CH2:41][C:32]3[C:33]([Cl:40])=[CH:34][C:35]([N+:37]([O-:39])=[O:38])=[CH:36][C:31]=3[Cl:30])=[N:21][C:22]=2[CH:27]=1. The yield is 0.990. (8) The reactants are [H-].[Na+].Br[C:4]1[CH:9]=[CH:8][CH:7]=[CH:6][C:5]=1[CH:10]([OH:13])[CH:11]=[CH2:12].[Li]CCCC.[B:19](OC(C)C)(OC(C)C)[O:20]C(C)C. The catalyst is C1COCC1. The product is [CH:11]([CH:10]1[O:13][B:19]([OH:20])[C:4]2[CH:9]=[CH:8][CH:7]=[CH:6][C:5]1=2)=[CH2:12]. The yield is 0.570. (9) The reactants are [N+:1]([C:4]1[CH:9]=[CH:8][CH:7]=[CH:6][C:5]=1[CH:10]1[CH:14]=[CH:13][CH2:12][O:11]1)([O-])=O.[N+](C1C=CC=CC=1C1CC=CO1)([O-])=O.CCN(CC)CC. The catalyst is [Pd].CO. The product is [O:11]1[CH2:12][CH2:13][CH2:14][CH:10]1[C:5]1[CH:6]=[CH:7][CH:8]=[CH:9][C:4]=1[NH2:1]. The yield is 0.840. (10) The reactants are [CH3:1][C:2]1[O:6][N:5]=[C:4]([C:7]2[CH:12]=[CH:11][CH:10]=[CH:9][CH:8]=2)[C:3]=1[CH2:13][O:14][C:15]1[CH:23]=[CH:22][C:18]([C:19]([OH:21])=O)=[CH:17][N:16]=1.Cl.[CH2:25]1[C:34]2[C:29](=[CH:30][CH:31]=[CH:32][CH:33]=2)[CH:28]([NH2:35])[CH2:27][O:26]1. No catalyst specified. The product is [CH2:25]1[C:34]2[C:29](=[CH:30][CH:31]=[CH:32][CH:33]=2)[CH:28]([NH:35][C:19](=[O:21])[C:18]2[CH:22]=[CH:23][C:15]([O:14][CH2:13][C:3]3[C:4]([C:7]4[CH:8]=[CH:9][CH:10]=[CH:11][CH:12]=4)=[N:5][O:6][C:2]=3[CH3:1])=[N:16][CH:17]=2)[CH2:27][O:26]1. The yield is 0.960.